This data is from Catalyst prediction with 721,799 reactions and 888 catalyst types from USPTO. The task is: Predict which catalyst facilitates the given reaction. (1) Reactant: [F:1][C:2]1[C:3]2[CH2:14][CH2:13][C:12](=[CH:15][CH2:16][NH:17][C:18](=[O:20])[CH3:19])[C:4]=2[C:5]2[C:9]([CH:10]=1)=[N:8][N:7]([CH3:11])[CH:6]=2. Product: [F:1][C:2]1[C:3]2[CH2:14][CH2:13][CH:12]([CH2:15][CH2:16][NH:17][C:18](=[O:20])[CH3:19])[C:4]=2[C:5]2[C:9]([CH:10]=1)=[N:8][N:7]([CH3:11])[CH:6]=2. The catalyst class is: 129. (2) Reactant: Cl.[Cl:2][C:3]1[CH:8]=[C:7]([N:9]2[CH:13]=[CH:12][C:11]([C:14]([F:17])([F:16])[F:15])=[N:10]2)[CH:6]=[CH:5][C:4]=1[CH2:18][CH2:19][NH2:20].ON1C2C=CC=CC=2N=N1.C(N(CC)C(C)C)(C)C.[F:40][C:41]([F:52])([F:51])[C:42]1[C:43]([C:48](O)=[O:49])=[N:44][CH:45]=[CH:46][CH:47]=1. Product: [Cl:2][C:3]1[CH:8]=[C:7]([N:9]2[CH:13]=[CH:12][C:11]([C:14]([F:15])([F:16])[F:17])=[N:10]2)[CH:6]=[CH:5][C:4]=1[CH2:18][CH2:19][NH:20][C:48]([C:43]1[C:42]([C:41]([F:52])([F:40])[F:51])=[CH:47][CH:46]=[CH:45][N:44]=1)=[O:49]. The catalyst class is: 4. (3) Reactant: [Cl:1][C:2]1[N:7]=[C:6]([C:8]([O:10]C)=[O:9])[CH:5]=[CH:4][C:3]=1[F:12].O.O.[OH-].[Li+]. Product: [Cl:1][C:2]1[N:7]=[C:6]([C:8]([OH:10])=[O:9])[CH:5]=[CH:4][C:3]=1[F:12]. The catalyst class is: 1. (4) Reactant: [CH3:1][C:2]1([CH3:16])[C:7](=[O:8])[NH:6][C:5]2[CH:9]=[C:10]([N+:13]([O-:15])=[O:14])[CH:11]=[CH:12][C:4]=2[O:3]1.[H-].[Na+].[CH3:19]I. Product: [CH3:1][C:2]1([CH3:16])[C:7](=[O:8])[N:6]([CH3:19])[C:5]2[CH:9]=[C:10]([N+:13]([O-:15])=[O:14])[CH:11]=[CH:12][C:4]=2[O:3]1. The catalyst class is: 1. (5) Reactant: [O:1]1[C:5]2([CH2:10][CH2:9][CH:8]([C:11]#[N:12])[CH2:7][CH2:6]2)[O:4][CH2:3][CH2:2]1.Br[CH2:14][CH:15]1[CH2:17][CH2:16]1.C[Si]([N-][Si](C)(C)C)(C)C.[K+]. Product: [CH:15]1([CH2:14][C:8]2([C:11]#[N:12])[CH2:9][CH2:10][C:5]3([O:4][CH2:3][CH2:2][O:1]3)[CH2:6][CH2:7]2)[CH2:17][CH2:16]1. The catalyst class is: 1.